Dataset: hERG Central: cardiac toxicity at 1µM, 10µM, and general inhibition. Task: Predict hERG channel inhibition at various concentrations. (1) The compound is Cc1nnc(Sc2cc(C(=O)NCCCN(C)Cc3ccccc3)c3ccccc3n2)s1. Results: hERG_inhib (hERG inhibition (general)): blocker. (2) The drug is Cc1ccc(CNC(=O)CN2CCN(c3ccc(F)cc3)CC2)cc1. Results: hERG_inhib (hERG inhibition (general)): blocker. (3) The molecule is CC1CCN(C(=O)C(C)OC(=O)CSc2ccc([N+](=O)[O-])cc2)CC1. Results: hERG_inhib (hERG inhibition (general)): blocker. (4) The drug is CC(=O)Nc1ccc(CN2CCC(CO)(CCOc3ccccc3)CC2)cc1. Results: hERG_inhib (hERG inhibition (general)): blocker. (5) The molecule is OC1CN=C2CCCc3c2n(c2ccc(Cl)cc32)C1. Results: hERG_inhib (hERG inhibition (general)): blocker. (6) The compound is Fc1ccc(Cn2nnnc2CN2CCC(n3nnc4cc(C(F)(F)F)ccc43)CC2)cc1. Results: hERG_inhib (hERG inhibition (general)): blocker.